Dataset: Forward reaction prediction with 1.9M reactions from USPTO patents (1976-2016). Task: Predict the product of the given reaction. (1) The product is: [C:1]([C:4]1[CH:5]=[CH:6][C:7]([C:10]2[C:19]([N:20]([CH:22]([CH3:24])[CH3:23])[CH3:21])=[N:18][C:17]3[C:12](=[CH:13][CH:14]=[C:15]([C:25]([OH:27])=[O:26])[CH:16]=3)[N:11]=2)=[CH:8][CH:9]=1)(=[O:3])[NH2:2]. Given the reactants [C:1]([C:4]1[CH:9]=[CH:8][C:7]([C:10]2[C:19]([N:20]([CH:22]([CH3:24])[CH3:23])[CH3:21])=[N:18][C:17]3[C:12](=[CH:13][CH:14]=[C:15]([C:25]([O:27]C)=[O:26])[CH:16]=3)[N:11]=2)=[CH:6][CH:5]=1)(=[O:3])[NH2:2].[OH-].[Na+].O, predict the reaction product. (2) Given the reactants Br[C:2]1[CH:3]=[C:4]([N:8]2[C:13](=[O:14])[C:12]([CH2:15][C:16]3[CH:21]=[CH:20][C:19]([C:22]4[C:23]([C:28]#[N:29])=[CH:24][CH:25]=[CH:26][CH:27]=4)=[CH:18][CH:17]=3)=[C:11]([CH2:30][CH2:31][CH2:32][CH3:33])[N:10]=[C:9]2[CH3:34])[CH:5]=[CH:6][CH:7]=1.[CH:35]1(B(O)O)[CH2:37][CH2:36]1.C1(P(C2CCCCC2)C2CCCCC2)CCCCC1.P([O-])([O-])([O-])=O.[K+].[K+].[K+], predict the reaction product. The product is: [CH2:30]([C:11]1[N:10]=[C:9]([CH3:34])[N:8]([C:4]2[CH:5]=[CH:6][CH:7]=[C:2]([CH:35]3[CH2:37][CH2:36]3)[CH:3]=2)[C:13](=[O:14])[C:12]=1[CH2:15][C:16]1[CH:21]=[CH:20][C:19]([C:22]2[C:23]([C:28]#[N:29])=[CH:24][CH:25]=[CH:26][CH:27]=2)=[CH:18][CH:17]=1)[CH2:31][CH2:32][CH3:33]. (3) Given the reactants [CH3:1][N:2]1[C:10]2[CH:9]=[CH:8][CH:7]=[C:6]([C:11]#[N:12])[C:5]=2[C:4]2([C:24]3[C:15](=[CH:16][C:17]4[O:22][CH2:21][CH2:20][O:19][C:18]=4[CH:23]=3)[O:14][CH2:13]2)[C:3]1=O.[NH2:26][OH:27].[OH2:28], predict the reaction product. The product is: [OH:27][N:26]=[C:11]([C:6]1[C:5]2[C:4]3([C:24]4=[CH:23][C:18]5[O:19][CH2:20][CH2:21][O:22][C:17]=5[CH:16]=[C:15]4[O:14][CH2:13]3)[C:3](=[O:28])[N:2]([CH3:1])[C:10]=2[CH:9]=[CH:8][CH:7]=1)[NH2:12]. (4) Given the reactants [F:1][C:2]1[CH:7]=[CH:6][C:5]([C:8]2[C:12]([C:13]3[CH:18]=[CH:17][N:16]=[C:15]([NH:19][CH2:20][C:21]([F:24])([F:23])[F:22])[CH:14]=3)=[CH:11][N:10]([C:25]3[CH:30]=[CH:29][C:28](=[O:31])[NH:27][N:26]=3)[N:9]=2)=[CH:4][CH:3]=1.NC1C=C(C2C(C3C=CC=CC=3)=NN(C3C=CC(=O)NN=3)C=2)C=CN=1, predict the reaction product. The product is: [F:1][C:2]1[CH:3]=[CH:4][C:5]([C:8]2[C:12]([C:13]3[CH:18]=[CH:17][N:16]=[C:15]([NH:19][CH2:20][C:21]([F:23])([F:22])[F:24])[CH:14]=3)=[CH:11][N:10]([C:25]3[CH2:30][CH2:29][C:28](=[O:31])[NH:27][N:26]=3)[N:9]=2)=[CH:6][CH:7]=1. (5) Given the reactants [CH:1]1([CH:7]([C:9]2[C:10]([CH:24]3[CH2:26][CH2:25]3)=[N:11][N:12]([C:14]3[CH:19]=[CH:18][C:17]([C:20]([F:23])([F:22])[F:21])=[CH:16][N:15]=3)[CH:13]=2)O)[CH2:6][CH2:5][CH2:4][CH2:3][CH2:2]1.[NH2:27][C:28]1[CH:33]=[CH:32][C:31]([C:34]([N:36]([CH3:44])[CH2:37][CH2:38][C:39]([O:41]CC)=[O:40])=[O:35])=[CH:30][CH:29]=1, predict the reaction product. The product is: [CH:1]1([CH:7]([NH:27][C:28]2[CH:29]=[CH:30][C:31]([C:34]([N:36]([CH3:44])[CH2:37][CH2:38][C:39]([OH:41])=[O:40])=[O:35])=[CH:32][CH:33]=2)[C:9]2[C:10]([CH:24]3[CH2:25][CH2:26]3)=[N:11][N:12]([C:14]3[CH:19]=[CH:18][C:17]([C:20]([F:21])([F:23])[F:22])=[CH:16][N:15]=3)[CH:13]=2)[CH2:2][CH2:3][CH2:4][CH2:5][CH2:6]1. (6) The product is: [CH:18]([O:17][CH:11]([CH2:10][C:6]1[CH:7]=[CH:8][CH:9]=[C:4]([CH2:3][CH2:2][O:1][C:30]([NH:29][C:25]2[CH:26]=[CH:27][CH:28]=[C:23]([C:22]([F:21])([F:32])[F:33])[CH:24]=2)=[O:31])[CH:5]=1)[C:12]([OH:14])=[O:13])([CH3:19])[CH3:20]. Given the reactants [OH:1][CH2:2][CH2:3][C:4]1[CH:5]=[C:6]([CH2:10][CH:11]([O:17][CH:18]([CH3:20])[CH3:19])[C:12]([O:14]CC)=[O:13])[CH:7]=[CH:8][CH:9]=1.[F:21][C:22]([F:33])([F:32])[C:23]1[CH:28]=[CH:27][CH:26]=[C:25]([N:29]=[C:30]=[O:31])[CH:24]=1, predict the reaction product. (7) The product is: [NH2:1][C:2]1[N:7]=[CH:6][C:5]([C:8]2[C:9]([B:37]3[O:38][C:39]([CH3:41])([CH3:40])[C:35]([CH3:51])([CH3:34])[O:36]3)=[CH:10][C:11]3[C:12]4[C:20]([NH:21][C@H:22]([CH:27]5[CH2:29][CH2:28]5)[C:23]([F:26])([F:25])[F:24])=[N:19][CH:18]=[C:17]([C:30]([NH2:32])=[O:31])[C:13]=4[NH:14][C:15]=3[CH:16]=2)=[CH:4][N:3]=1. Given the reactants [NH2:1][C:2]1[N:7]=[CH:6][C:5]([C:8]2[C:9](Br)=[CH:10][C:11]3[C:12]4[C:20]([NH:21][C@H:22]([CH:27]5[CH2:29][CH2:28]5)[C:23]([F:26])([F:25])[F:24])=[N:19][CH:18]=[C:17]([C:30]([NH2:32])=[O:31])[C:13]=4[NH:14][C:15]=3[CH:16]=2)=[CH:4][N:3]=1.[CH3:34][C:35]1([CH3:51])[C:39]([CH3:41])([CH3:40])[O:38][B:37]([B:37]2[O:38][C:39]([CH3:41])([CH3:40])[C:35]([CH3:51])([CH3:34])[O:36]2)[O:36]1.C([O-])(=O)C.[K+], predict the reaction product. (8) Given the reactants [Cl:1][C:2]1[N:3]=[N:4][C:5]([Cl:11])=[CH:6][C:7]=1[C:8](Cl)=[O:9].[N+:12]([C:15]1[CH:20]=[CH:19][C:18]([NH2:21])=[C:17]([NH2:22])[CH:16]=1)([O-:14])=[O:13].CCN(C(C)C)C(C)C.Cl.C(=O)(O)[O-].[Na+], predict the reaction product. The product is: [NH2:21][C:18]1[CH:19]=[CH:20][C:15]([N+:12]([O-:14])=[O:13])=[CH:16][C:17]=1[NH:22][C:8]([C:7]1[CH:6]=[C:5]([Cl:11])[N:4]=[N:3][C:2]=1[Cl:1])=[O:9]. (9) Given the reactants [NH2:1][C:2]1[CH:3]=[C:4]([CH:9]2[CH2:14][CH2:13][N:12]([C:15]([O:17][C:18]([CH3:21])([CH3:20])[CH3:19])=[O:16])[CH2:11][CH2:10]2)[C:5]([CH3:8])=[CH:6][CH:7]=1.[CH3:22][C:23]1([CH3:42])[C:27]([CH3:29])([CH3:28])[O:26][B:25]([C:30]2[CH:35]=[CH:34][C:33]([CH2:36][CH2:37][CH2:38][C:39](O)=[O:40])=[CH:32][CH:31]=2)[O:24]1.F[P-](F)(F)(F)(F)F.CN(C(=[N+](C)C)ON1C2=NC=CC=C2N=N1)C.C(N(C(C)C)CC)(C)C, predict the reaction product. The product is: [CH3:8][C:5]1[CH:6]=[CH:7][C:2]([NH:1][C:39](=[O:40])[CH2:38][CH2:37][CH2:36][C:33]2[CH:32]=[CH:31][C:30]([B:25]3[O:24][C:23]([CH3:22])([CH3:42])[C:27]([CH3:29])([CH3:28])[O:26]3)=[CH:35][CH:34]=2)=[CH:3][C:4]=1[CH:9]1[CH2:14][CH2:13][N:12]([C:15]([O:17][C:18]([CH3:21])([CH3:20])[CH3:19])=[O:16])[CH2:11][CH2:10]1.